Dataset: NCI-60 drug combinations with 297,098 pairs across 59 cell lines. Task: Regression. Given two drug SMILES strings and cell line genomic features, predict the synergy score measuring deviation from expected non-interaction effect. Drug 1: CC12CCC3C(C1CCC2O)C(CC4=C3C=CC(=C4)O)CCCCCCCCCS(=O)CCCC(C(F)(F)F)(F)F. Drug 2: C1=NC2=C(N=C(N=C2N1C3C(C(C(O3)CO)O)F)Cl)N. Cell line: NCI-H322M. Synergy scores: CSS=0.267, Synergy_ZIP=0.682, Synergy_Bliss=1.25, Synergy_Loewe=-1.75, Synergy_HSA=-4.34.